From a dataset of Catalyst prediction with 721,799 reactions and 888 catalyst types from USPTO. Predict which catalyst facilitates the given reaction. (1) Reactant: Cl[C:2]1[C:11]2[C:6](=[CH:7][C:8]([O:14][CH2:15][CH2:16][CH2:17][N:18]3[CH2:22][CH2:21][CH2:20][CH2:19]3)=[C:9]([O:12][CH3:13])[CH:10]=2)[N:5]=[CH:4][N:3]=1.C(=O)([O-])[O-].[K+].[K+].[OH:29][C:30]1[CH:31]=[C:32]2[C:36](=[CH:37][CH:38]=1)[N:35]([CH3:39])[CH:34]=[CH:33]2. Product: [CH3:13][O:12][C:9]1[CH:10]=[C:11]2[C:6](=[CH:7][C:8]=1[O:14][CH2:15][CH2:16][CH2:17][N:18]1[CH2:22][CH2:21][CH2:20][CH2:19]1)[N:5]=[CH:4][N:3]=[C:2]2[O:29][C:30]1[CH:31]=[C:32]2[C:36](=[CH:37][CH:38]=1)[N:35]([CH3:39])[CH:34]=[CH:33]2. The catalyst class is: 44. (2) Reactant: [OH:1][CH2:2][CH2:3][C:4]1[CH:5]=[C:6]([CH:17]=[CH:18][CH:19]=1)[CH2:7][NH:8][CH2:9][C:10]1[CH:15]=[CH:14][CH:13]=[CH:12][C:11]=1[OH:16].[C:20]([O:24][C:25](O[C:25]([O:24][C:20]([CH3:23])([CH3:22])[CH3:21])=[O:26])=[O:26])([CH3:23])([CH3:22])[CH3:21]. Product: [C:20]([O:24][C:25](=[O:26])[N:8]([CH2:9][C:10]1[CH:15]=[CH:14][CH:13]=[CH:12][C:11]=1[OH:16])[CH2:7][C:6]1[CH:17]=[CH:18][CH:19]=[C:4]([CH2:3][CH2:2][OH:1])[CH:5]=1)([CH3:23])([CH3:22])[CH3:21]. The catalyst class is: 4. (3) Reactant: CO.[F:3][C:4]1[CH:5]=[C:6]([C@H:10]2[CH2:14][CH2:13][CH2:12][N:11]2[C:15]2[CH:20]=[CH:19][N:18]3[N:21]=[CH:22][C:23]([NH:24][C:25](=[O:34])[C:26]4[CH:31]=[CH:30][CH:29]=[C:28]([O:32][CH3:33])[N:27]=4)=[C:17]3[N:16]=2)[CH:7]=[CH:8][CH:9]=1.[ClH:35]. Product: [ClH:35].[F:3][C:4]1[CH:5]=[C:6]([C@H:10]2[CH2:14][CH2:13][CH2:12][N:11]2[C:15]2[CH:20]=[CH:19][N:18]3[N:21]=[CH:22][C:23]([NH:24][C:25](=[O:34])[C:26]4[CH:31]=[CH:30][CH:29]=[C:28]([O:32][CH3:33])[N:27]=4)=[C:17]3[N:16]=2)[CH:7]=[CH:8][CH:9]=1. The catalyst class is: 12. (4) Reactant: Cl.[C:2]([O:6][C:7](=[O:10])[CH2:8][NH2:9])([CH3:5])([CH3:4])[CH3:3].C(N(CC)C(C)C)(C)C.ClC(Cl)(O[C:24](=[O:30])[O:25][C:26](Cl)(Cl)Cl)Cl.O[CH2:33][C:34]1(C)[O:38][C:37]2=[N:39][C:40]([N+:42]([O-:44])=[O:43])=[CH:41][N:36]2[CH2:35]1. Product: [C:2]([O:6][C:7](=[O:10])[CH2:8][NH:9][C:24]([O:25][CH2:26][C:34]1([CH3:33])[O:38][C:37]2=[N:39][C:40]([N+:42]([O-:44])=[O:43])=[CH:41][N:36]2[CH2:35]1)=[O:30])([CH3:5])([CH3:4])[CH3:3]. The catalyst class is: 606.